Dataset: Reaction yield outcomes from USPTO patents with 853,638 reactions. Task: Predict the reaction yield, written as a fraction of the theoretical maximum amount of product (1.0 means a 100% yield; for example, 0.34 means a 34% yield). (1) The reactants are [N:1]([CH2:4][C:5]1[CH:6]=[C:7]([CH:12]=[CH:13][CH:14]=1)[C:8]([O:10][CH3:11])=[O:9])=[N+:2]=[N-:3].O[C@H:16]([C@@H:19]1[C:23]([O-:24])=[C:22]([OH:25])[C:21](=[O:26])[O:20]1)[CH2:17][OH:18].[CH3:27][CH2:28]O. The catalyst is O.[O-]S([O-])(=O)=O.[Cu+2]. The product is [OH:25][C@H:22]1[C@@H:23]([OH:24])[C@H:19]([OH:20])[C@@H:16]([CH2:17][OH:18])[O:26][C@@H:21]1[C:5]1[CH:6]=[CH:7][C:12]([C:28]2[N:3]=[N:2][N:1]([CH2:4][C:5]3[CH:6]=[C:7]([CH:12]=[CH:13][CH:14]=3)[C:8]([O:10][CH3:11])=[O:9])[CH:27]=2)=[CH:13][CH:14]=1. The yield is 0.276. (2) The reactants are [NH:1]1[C:5]2=[CH:6][N:7]=[CH:8][CH:9]=[C:4]2[CH2:3][C:2]1=[O:10].[Li+].C[Si]([N-][Si](C)(C)C)(C)C.C1COCC1.Cl.[CH2:27]([N:34]([CH2:38][CH2:39]Cl)[CH2:35][CH2:36]Cl)[C:28]1[CH:33]=[CH:32][CH:31]=[CH:30][CH:29]=1. No catalyst specified. The product is [CH2:27]([N:34]1[CH2:38][CH2:39][C:3]2([C:4]3[C:5](=[CH:6][N:7]=[CH:8][CH:9]=3)[NH:1][C:2]2=[O:10])[CH2:36][CH2:35]1)[C:28]1[CH:33]=[CH:32][CH:31]=[CH:30][CH:29]=1. The yield is 0.230. (3) The reactants are [CH:1]1[C:6]2[C:7]3[C:16]([C:17]4[C:22]([C:5]=2[CH:4]=[CH:3][CH:2]=1)=[CH:21][CH:20]=[CH:19][CH:18]=4)=[CH:15][CH:14]=[C:13]1[C:8]=3[CH:9]=[CH:10][CH:11]=[CH:12]1.CN(C)C=O.[Br:28]N1C(=O)CCC1=O. The catalyst is O. The product is [Br:28][C:14]1[CH:15]=[C:16]2[C:7](=[C:8]3[C:13]=1[CH:12]=[CH:11][CH:10]=[CH:9]3)[C:6]1[CH:1]=[CH:2][CH:3]=[CH:4][C:5]=1[C:22]1[C:17]2=[CH:18][CH:19]=[CH:20][CH:21]=1. The yield is 0.880. (4) The reactants are [Cl:1][C:2]1[C:3]([C:16]2[C:24]3[C:19](=[CH:20][CH:21]=[CH:22][CH:23]=3)[N:18]([S:25]([C:28]3[CH:33]=[CH:32][CH:31]=[CH:30][CH:29]=3)(=[O:27])=[O:26])[CH:17]=2)=[N:4][C:5]([NH:8][C:9]2[CH:14]=[CH:13][CH:12]=[C:11]([NH2:15])[CH:10]=2)=[N:6][CH:7]=1.[CH3:34][C:35]([O:38][C:39]([NH:41][CH2:42][C:43](O)=[O:44])=[O:40])([CH3:37])[CH3:36].CCN(CC)CC.CN(C(ON1N=NC2C=CC=CC1=2)=[N+](C)C)C.F[P-](F)(F)(F)(F)F. The catalyst is CN(C=O)C.CCOC(C)=O. The product is [Cl:1][C:2]1[C:3]([C:16]2[C:24]3[C:19](=[CH:20][CH:21]=[CH:22][CH:23]=3)[N:18]([S:25]([C:28]3[CH:29]=[CH:30][CH:31]=[CH:32][CH:33]=3)(=[O:27])=[O:26])[CH:17]=2)=[N:4][C:5]([NH:8][C:9]2[CH:10]=[C:11]([NH:15][C:43](=[O:44])[CH2:42][NH:41][C:39](=[O:40])[O:38][C:35]([CH3:34])([CH3:36])[CH3:37])[CH:12]=[CH:13][CH:14]=2)=[N:6][CH:7]=1. The yield is 1.00. (5) The reactants are [I:1][C:2]1[CH:3]=[C:4]2[C:9](=[CH:10][CH:11]=1)[N:8]=[CH:7][NH:6][C:5]2=O.P(Cl)(Cl)(Cl)=O.C(N(CC)CC)C.[Cl:25][C:26]1[CH:27]=[C:28]([CH:30]=[CH:31][C:32]=1[O:33][CH2:34][C:35]1[CH:40]=[CH:39][CH:38]=[C:37]([F:41])[CH:36]=1)[NH2:29]. The catalyst is C(#N)C.C1(C)C=CC=CC=1. The product is [I:1][C:2]1[CH:3]=[C:4]2[C:9](=[CH:10][CH:11]=1)[N:8]=[CH:7][N:6]=[C:5]2[NH:29][C:28]1[CH:30]=[CH:31][C:32]([O:33][CH2:34][C:35]2[CH:40]=[CH:39][CH:38]=[C:37]([F:41])[CH:36]=2)=[C:26]([Cl:25])[CH:27]=1. The yield is 0.980. (6) The reactants are F[C:2]1[C:7]([CH:8]2[CH2:13][CH2:12][O:11][CH2:10][CH2:9]2)=[CH:6][CH:5]=[CH:4][N:3]=1.[S:14]1[C:18]2[CH:19]=[CH:20][CH:21]=[CH:22][C:17]=2[N:16]=[C:15]1[CH:23]1[CH2:28][CH2:27][CH:26]([OH:29])[CH2:25][CH2:24]1.[H-].[Na+]. The catalyst is CC(N(C)C)=O.O. The product is [O:11]1[CH2:12][CH2:13][CH:8]([C:7]2[C:2]([O:29][C@H:26]3[CH2:25][CH2:24][C@H:23]([C:15]4[S:14][C:18]5[CH:19]=[CH:20][CH:21]=[CH:22][C:17]=5[N:16]=4)[CH2:28][CH2:27]3)=[N:3][CH:4]=[CH:5][CH:6]=2)[CH2:9][CH2:10]1.[O:11]1[CH2:12][CH2:13][CH:8]([C:7]2[C:2]([O:29][C@@H:26]3[CH2:25][CH2:24][C@H:23]([C:15]4[S:14][C:18]5[CH:19]=[CH:20][CH:21]=[CH:22][C:17]=5[N:16]=4)[CH2:28][CH2:27]3)=[N:3][CH:4]=[CH:5][CH:6]=2)[CH2:9][CH2:10]1. The yield is 0.0320. (7) The reactants are C[O:2][C:3]1[CH:8]=[CH:7][C:6]([C:9]2[CH2:10][CH2:11][C:12](=[O:21])[N:13]([C:15]3[CH:20]=[CH:19][CH:18]=[CH:17][N:16]=3)[N:14]=2)=[CH:5][CH:4]=1.B(Br)(Br)Br.[NH4+].[Cl-].O. The catalyst is C(Cl)Cl. The product is [OH:2][C:3]1[CH:8]=[CH:7][C:6]([C:9]2[CH2:10][CH2:11][C:12](=[O:21])[N:13]([C:15]3[CH:20]=[CH:19][CH:18]=[CH:17][N:16]=3)[N:14]=2)=[CH:5][CH:4]=1. The yield is 0.930.